This data is from Full USPTO retrosynthesis dataset with 1.9M reactions from patents (1976-2016). The task is: Predict the reactants needed to synthesize the given product. (1) Given the product [CH3:1][O:2][C:3]1[CH:4]=[C:5]([CH2:11][CH2:12][NH:13][C:14]2[CH:19]=[CH:18][N:17]=[C:16]([NH:20][CH2:21][C:22]3[CH:23]=[CH:24][C:25]([C:26]([OH:28])=[O:27])=[CH:30][CH:31]=3)[N:15]=2)[CH:6]=[CH:7][C:8]=1[O:9][CH3:10], predict the reactants needed to synthesize it. The reactants are: [CH3:1][O:2][C:3]1[CH:4]=[C:5]([CH2:11][CH2:12][NH:13][C:14]2[CH:19]=[CH:18][N:17]=[C:16]([NH:20][CH2:21][C:22]3[CH:31]=[CH:30][C:25]([C:26]([O:28]C)=[O:27])=[CH:24][CH:23]=3)[N:15]=2)[CH:6]=[CH:7][C:8]=1[O:9][CH3:10].O[Li].O. (2) Given the product [Cl:1][CH2:2][C:3]1[N:11]=[C:12]2[S:13][C:14]([CH3:22])=[C:15]([C:17]([NH:19][CH2:20][CH3:21])=[O:18])[N:16]2[C:5](=[O:7])[CH:4]=1, predict the reactants needed to synthesize it. The reactants are: [Cl:1][CH2:2][C:3](=O)[CH2:4][C:5]([O:7]CC)=O.[NH2:11][C:12]1[S:13][C:14]([CH3:22])=[C:15]([C:17]([NH:19][CH2:20][CH3:21])=[O:18])[N:16]=1. (3) Given the product [Br:1][C:2]1[CH:24]=[CH:23][C:22]([F:25])=[CH:21][C:3]=1[O:4][CH:5]1[CH2:10][CH2:9][N:8]([C:11]2[N:15]=[C:14]([C:16]3[CH:20]=[CH:19][N:18]([CH2:29][C:30]([O:32][CH2:33][CH3:34])=[O:31])[N:17]=3)[O:13][N:12]=2)[CH2:7][CH2:6]1, predict the reactants needed to synthesize it. The reactants are: [Br:1][C:2]1[CH:24]=[CH:23][C:22]([F:25])=[CH:21][C:3]=1[O:4][CH:5]1[CH2:10][CH2:9][N:8]([C:11]2[N:15]=[C:14]([C:16]3[CH:20]=[CH:19][NH:18][N:17]=3)[O:13][N:12]=2)[CH2:7][CH2:6]1.[H-].[Na+].Br[CH2:29][C:30]([O:32][CH2:33][CH3:34])=[O:31]. (4) Given the product [Cl:27][C:28]1[CH:35]=[CH:34][CH:33]=[C:32]([F:36])[C:29]=1[CH2:30][O:11][C:8]1[N:7]([C:12]2[CH:17]=[CH:16][CH:15]=[CH:14][C:13]=2[C:18]([F:21])([F:19])[F:20])[C:6]([S:5][CH2:4][C:3]2[C:22]([F:26])=[CH:23][CH:24]=[CH:25][C:2]=2[Cl:1])=[N:10][N:9]=1, predict the reactants needed to synthesize it. The reactants are: [Cl:1][C:2]1[CH:25]=[CH:24][CH:23]=[C:22]([F:26])[C:3]=1[CH2:4][S:5][C:6]1[N:7]([C:12]2[CH:17]=[CH:16][CH:15]=[CH:14][C:13]=2[C:18]([F:21])([F:20])[F:19])[C:8]([OH:11])=[N:9][N:10]=1.[Cl:27][C:28]1[CH:35]=[CH:34][CH:33]=[C:32]([F:36])[C:29]=1[CH2:30]Br.C[O-].[Na+].Cl. (5) Given the product [C:8]1([CH2:14][N:15]2[CH2:16][C:17]3([CH2:22][CH2:21][NH:20][CH2:19]3)[CH2:18]2)[CH:9]=[CH:10][CH:11]=[CH:12][CH:13]=1, predict the reactants needed to synthesize it. The reactants are: FC(F)(F)C(O)=O.[C:8]1([CH2:14][N:15]2[CH2:18][C:17]3([CH2:22][CH2:21][NH:20][CH2:19]3)[CH:16]2C(OC(C)(C)C)=O)[CH:13]=[CH:12][CH:11]=[CH:10][CH:9]=1. (6) The reactants are: [F:1][C:2]1[CH:3]=[C:4]([NH:27][C:28]([C:30]2[C:31](=[O:43])[N:32]([C:37]3[CH:42]=[CH:41][CH:40]=[CH:39][CH:38]=3)[N:33]([CH3:36])[C:34]=2[CH3:35])=[O:29])[CH:5]=[CH:6][C:7]=1[O:8][C:9]1[C:18]2[C:13](=[CH:14][C:15]([O:19][CH2:20][CH2:21][CH2:22][C:23]3([OH:26])[CH2:25][CH2:24]3)=[CH:16][CH:17]=2)[N:12]=[CH:11][CH:10]=1.[C:44]([NH:51][CH2:52][C:53](O)=[O:54])([O:46][C:47]([CH3:50])([CH3:49])[CH3:48])=[O:45].C1CCC(N=C=NC2CCCCC2)CC1. Given the product [C:47]([O:46][C:44]([NH:51][CH2:52][C:53]([O:26][C:23]1([CH2:22][CH2:21][CH2:20][O:19][C:15]2[CH:14]=[C:13]3[C:18]([C:9]([O:8][C:7]4[CH:6]=[CH:5][C:4]([NH:27][C:28]([C:30]5[C:31](=[O:43])[N:32]([C:37]6[CH:38]=[CH:39][CH:40]=[CH:41][CH:42]=6)[N:33]([CH3:36])[C:34]=5[CH3:35])=[O:29])=[CH:3][C:2]=4[F:1])=[CH:10][CH:11]=[N:12]3)=[CH:17][CH:16]=2)[CH2:25][CH2:24]1)=[O:54])=[O:45])([CH3:50])([CH3:49])[CH3:48], predict the reactants needed to synthesize it.